Dataset: Catalyst prediction with 721,799 reactions and 888 catalyst types from USPTO. Task: Predict which catalyst facilitates the given reaction. (1) Reactant: Br[CH2:2][C:3]1[CH:8]=[CH:7][C:6]([S:9]([N:12]([CH3:14])[CH3:13])(=[O:11])=[O:10])=[CH:5][CH:4]=1.[Cl:15][C:16]1[CH:17]=[CH:18][C:19]([O:36][CH2:37][CH:38]2[CH2:40][CH2:39]2)=[C:20]([CH2:22][N:23]2[C:27]([CH3:28])=[CH:26][C:25]([N:29]3[CH2:34][CH2:33][NH:32][CH2:31][C:30]3=[O:35])=[N:24]2)[CH:21]=1.C(N(CC)CC)C. Product: [Cl:15][C:16]1[CH:17]=[CH:18][C:19]([O:36][CH2:37][CH:38]2[CH2:40][CH2:39]2)=[C:20]([CH2:22][N:23]2[C:27]([CH3:28])=[CH:26][C:25]([N:29]3[CH2:34][CH2:33][N:32]([CH2:2][C:3]4[CH:8]=[CH:7][C:6]([S:9]([N:12]([CH3:14])[CH3:13])(=[O:11])=[O:10])=[CH:5][CH:4]=4)[CH2:31][C:30]3=[O:35])=[N:24]2)[CH:21]=1. The catalyst class is: 115. (2) Reactant: C(OC(=O)[N:7]([S:13]([C:16]1[CH:21]=[C:20]([Cl:22])[C:19]([O:23][C:24]2[CH:25]=[N:26][C:27](Cl)=[CH:28][C:29]=2[C:30]2[N:34]([CH3:35])[N:33]=[CH:32][CH:31]=2)=[CH:18][C:17]=1[F:37])(=[O:15])=[O:14])[C:8]1[N:9]=[CH:10][S:11][CH:12]=1)(C)(C)C.[F:39][C:40]1[CH:41]=[C:42](B(O)O)[CH:43]=[CH:44][CH:45]=1.C([O-])([O-])=O.[Na+].[Na+].O. Product: [Cl:22][C:20]1[C:19]([O:23][C:24]2[CH:25]=[N:26][C:27]([C:44]3[CH:43]=[CH:42][CH:41]=[C:40]([F:39])[CH:45]=3)=[CH:28][C:29]=2[C:30]2[N:34]([CH3:35])[N:33]=[CH:32][CH:31]=2)=[CH:18][C:17]([F:37])=[C:16]([S:13]([NH:7][C:8]2[N:9]=[CH:10][S:11][CH:12]=2)(=[O:14])=[O:15])[CH:21]=1. The catalyst class is: 427. (3) Reactant: [CH3:1][C:2]1[C:7]2[C:8]([C:11]3[CH:16]=[CH:15][CH:14]=[CH:13][CH:12]=3)=[N:9][NH:10][C:6]=2[CH:5]=[C:4]([CH3:17])[N:3]=1.[H-].[Na+].[CH3:20][C:21]1[C:22]([N:27]([CH2:50][O:51][CH2:52][CH2:53][O:54][CH3:55])[S:28]([C:31]2[S:32][C:33]([CH3:49])=[CH:34][C:35]=2[C:36]2[CH:47]=[CH:46][C:39]([CH2:40]OS(C)(=O)=O)=[CH:38][C:37]=2[CH3:48])(=[O:30])=[O:29])=[N:23][O:24][C:25]=1[CH3:26].O. Product: [CH3:20][C:21]1[C:22]([N:27]([CH2:50][O:51][CH2:52][CH2:53][O:54][CH3:55])[S:28]([C:31]2[S:32][C:33]([CH3:49])=[CH:34][C:35]=2[C:36]2[CH:47]=[CH:46][C:39]([CH2:40][N:10]3[C:6]4[CH:5]=[C:4]([CH3:17])[N:3]=[C:2]([CH3:1])[C:7]=4[C:8]([C:11]4[CH:12]=[CH:13][CH:14]=[CH:15][CH:16]=4)=[N:9]3)=[CH:38][C:37]=2[CH3:48])(=[O:30])=[O:29])=[N:23][O:24][C:25]=1[CH3:26]. The catalyst class is: 42. (4) Reactant: C[O:2][C:3]([C:5]1[CH:10]=[C:9]([N:11]2[CH2:16][CH2:15][CH2:14][CH2:13][CH2:12]2)[N:8]=[C:7]([C:17]2[CH:22]=[CH:21][C:20]([C:23]3[CH:28]=[CH:27][CH:26]=[CH:25][CH:24]=3)=[CH:19][CH:18]=2)[N:6]=1)=[O:4].CO.[OH-].[Li+]. Product: [C:20]1([C:23]2[CH:24]=[CH:25][CH:26]=[CH:27][CH:28]=2)[CH:21]=[CH:22][C:17]([C:7]2[N:6]=[C:5]([C:3]([OH:4])=[O:2])[CH:10]=[C:9]([N:11]3[CH2:16][CH2:15][CH2:14][CH2:13][CH2:12]3)[N:8]=2)=[CH:18][CH:19]=1. The catalyst class is: 1. (5) Reactant: [H-].[Na+].[F:3][C:4]1[C:9]([F:10])=[CH:8][CH:7]=[CH:6][C:5]=1[CH:11]([OH:25])[C@@H:12]1[CH2:17][CH2:16][CH2:15][N:14]([C:18]([O:20][C:21]([CH3:24])([CH3:23])[CH3:22])=[O:19])[CH2:13]1.Br[CH2:27][C:28]([O:30][CH2:31][CH3:32])=[O:29].[NH4+].[Cl-]. Product: [F:3][C:4]1[C:9]([F:10])=[CH:8][CH:7]=[CH:6][C:5]=1[CH:11]([O:25][CH2:27][C:28]([O:30][CH2:31][CH3:32])=[O:29])[C@@H:12]1[CH2:17][CH2:16][CH2:15][N:14]([C:18]([O:20][C:21]([CH3:22])([CH3:24])[CH3:23])=[O:19])[CH2:13]1. The catalyst class is: 1. (6) Reactant: [C:1]([O:5][C:6]([NH:8][C:9]1[S:10][CH:11]=[C:12](/[C:14](=[N:31]/[O:32][C:33]2([C:36]([O:38][CH:39]([C:46]3[CH:51]=[CH:50][CH:49]=[CH:48][CH:47]=3)[C:40]3[CH:45]=[CH:44][CH:43]=[CH:42][CH:41]=3)=[O:37])[CH2:35][CH2:34]2)/[C:15]([NH:17][C@@H:18]2[C:21](=[O:22])[NH:20][C@@H:19]2[CH2:23][N:24]2[N:28]=[C:27]([CH:29]=O)[CH:26]=[N:25]2)=[O:16])[N:13]=1)=[O:7])([CH3:4])([CH3:3])[CH3:2].[NH2:52][CH2:53][CH:54]1[CH2:57][N:56]([C:58]([O:60][C:61]([CH3:64])([CH3:63])[CH3:62])=[O:59])[CH2:55]1.C(O[BH-](OC(=O)C)OC(=O)C)(=O)C.[Na+].CN(C=O)C. Product: [CH:39]([O:38][C:36]([C:33]1([O:32]/[N:31]=[C:14](/[C:12]2[N:13]=[C:9]([NH:8][C:6]([O:5][C:1]([CH3:4])([CH3:3])[CH3:2])=[O:7])[S:10][CH:11]=2)\[C:15]([NH:17][C@@H:18]2[C:21](=[O:22])[NH:20][C@@H:19]2[CH2:23][N:24]2[N:28]=[C:27]([CH2:29][NH:52][CH2:53][CH:54]3[CH2:57][N:56]([C:58]([O:60][C:61]([CH3:64])([CH3:63])[CH3:62])=[O:59])[CH2:55]3)[CH:26]=[N:25]2)=[O:16])[CH2:35][CH2:34]1)=[O:37])([C:46]1[CH:47]=[CH:48][CH:49]=[CH:50][CH:51]=1)[C:40]1[CH:41]=[CH:42][CH:43]=[CH:44][CH:45]=1. The catalyst class is: 26. (7) Reactant: C(N(C(C)C)CC)(C)C.F[B-](F)(F)F.N1(OC(N(C)C)=[N+](C)C)C2C=CC=CC=2N=N1.[Cl:32][C:33]1[S:37][C:36]([C:38]2[CH:39]=[N:40][N:41]([CH3:46])[C:42]=2[C:43]([OH:45])=O)=[N:35][C:34]=1[CH:47]([F:49])[F:48].[C:50]1([C:56]2[N:57]=[C:58]3[CH:63]=[C:62]([NH2:64])[CH:61]=[CH:60][N:59]3[CH:65]=2)[CH:55]=[CH:54][CH:53]=[CH:52][CH:51]=1. Product: [Cl:32][C:33]1[S:37][C:36]([C:38]2[CH:39]=[N:40][N:41]([CH3:46])[C:42]=2[C:43]([NH:64][C:62]2[CH:61]=[CH:60][N:59]3[CH:65]=[C:56]([C:50]4[CH:55]=[CH:54][CH:53]=[CH:52][CH:51]=4)[N:57]=[C:58]3[CH:63]=2)=[O:45])=[N:35][C:34]=1[CH:47]([F:49])[F:48]. The catalyst class is: 9. (8) Reactant: [C:1]([O:5][C:6]([N:8]1[CH2:13][CH2:12][NH:11][C:10](C)([C:14]([OH:16])=[O:15])[CH2:9]1)=[O:7])([CH3:4])([CH3:3])[CH3:2].Br[C:19]1[CH:24]=[CH:23][C:22]([C:25]([F:28])([F:27])[F:26])=[CH:21][N:20]=1.[Cl-].[CH:30](C1C=CC=C(C(C)C)C=1[N+]1C=CN(C2C(C(C)C)=CC=CC=2C(C)C)C=1)(C)C.CC(C)([O-])C.[Na+]. Product: [CH3:30][O:16][C:14]([CH:10]1[N:11]([C:19]2[CH:24]=[CH:23][C:22]([C:25]([F:28])([F:27])[F:26])=[CH:21][N:20]=2)[CH2:12][CH2:13][N:8]([C:6]([O:5][C:1]([CH3:2])([CH3:3])[CH3:4])=[O:7])[CH2:9]1)=[O:15]. The catalyst class is: 11. (9) Reactant: [F:1][C:2]1[CH:3]=[C:4]2[C:9](=[CH:10][C:11]=1[O:12][CH2:13][C@@H:14]([O:16][CH3:17])[CH3:15])[N:8]=[C:7]([CH3:18])[CH:6]=[CH:5]2.[O:19]1CCOCC1. Product: [F:1][C:2]1[CH:3]=[C:4]2[C:9](=[CH:10][C:11]=1[O:12][CH2:13][C@@H:14]([O:16][CH3:17])[CH3:15])[N:8]=[C:7]([CH:18]=[O:19])[CH:6]=[CH:5]2. The catalyst class is: 6. (10) Reactant: C(=O)([O-])[O-].[Cs+].[Cs+].[OH:7][C:8]1[CH:9]=[C:10]([CH:20]=[C:21]([O:23][C@@H:24]([CH3:37])[CH2:25][O:26][Si:27]([CH:34]([CH3:36])[CH3:35])([CH:31]([CH3:33])[CH3:32])[CH:28]([CH3:30])[CH3:29])[CH:22]=1)[C:11]([NH:13][C:14]1[CH:18]=[CH:17][N:16]([CH3:19])[N:15]=1)=[O:12].Br[C:39]1[CH:40]=[CH:41][C:42]2[S:46][CH:45]=[CH:44][C:43]=2[CH:47]=1. Product: [S:46]1[C:42]2[CH:41]=[CH:40][C:39]([O:7][C:8]3[CH:9]=[C:10]([CH:20]=[C:21]([O:23][C@@H:24]([CH3:37])[CH2:25][O:26][Si:27]([CH:34]([CH3:36])[CH3:35])([CH:28]([CH3:29])[CH3:30])[CH:31]([CH3:33])[CH3:32])[CH:22]=3)[C:11]([NH:13][C:14]3[CH:18]=[CH:17][N:16]([CH3:19])[N:15]=3)=[O:12])=[CH:47][C:43]=2[CH:44]=[CH:45]1. The catalyst class is: 44.